This data is from NCI-60 drug combinations with 297,098 pairs across 59 cell lines. The task is: Regression. Given two drug SMILES strings and cell line genomic features, predict the synergy score measuring deviation from expected non-interaction effect. (1) Drug 1: CS(=O)(=O)OCCCCOS(=O)(=O)C. Drug 2: CCC1(C2=C(COC1=O)C(=O)N3CC4=CC5=C(C=CC(=C5CN(C)C)O)N=C4C3=C2)O.Cl. Cell line: ACHN. Synergy scores: CSS=38.5, Synergy_ZIP=3.98, Synergy_Bliss=5.02, Synergy_Loewe=-44.3, Synergy_HSA=-2.41. (2) Drug 2: C1=NC2=C(N=C(N=C2N1C3C(C(C(O3)CO)O)F)Cl)N. Cell line: OVCAR-8. Synergy scores: CSS=32.9, Synergy_ZIP=3.42, Synergy_Bliss=-5.71, Synergy_Loewe=-34.5, Synergy_HSA=-6.28. Drug 1: CC1=CC2C(CCC3(C2CCC3(C(=O)C)OC(=O)C)C)C4(C1=CC(=O)CC4)C. (3) Drug 1: C1=NC2=C(N1)C(=S)N=C(N2)N. Drug 2: C1CN(P(=O)(OC1)NCCCl)CCCl. Cell line: NCI-H322M. Synergy scores: CSS=30.1, Synergy_ZIP=-8.80, Synergy_Bliss=-5.75, Synergy_Loewe=-49.3, Synergy_HSA=-6.06. (4) Drug 1: CC12CCC3C(C1CCC2=O)CC(=C)C4=CC(=O)C=CC34C. Drug 2: C1CN1P(=S)(N2CC2)N3CC3. Cell line: RXF 393. Synergy scores: CSS=24.0, Synergy_ZIP=0.765, Synergy_Bliss=2.70, Synergy_Loewe=-4.58, Synergy_HSA=3.03. (5) Drug 1: CC1=C2C(C(=O)C3(C(CC4C(C3C(C(C2(C)C)(CC1OC(=O)C(C(C5=CC=CC=C5)NC(=O)OC(C)(C)C)O)O)OC(=O)C6=CC=CC=C6)(CO4)OC(=O)C)O)C)O. Drug 2: CC1=C(C(=CC=C1)Cl)NC(=O)C2=CN=C(S2)NC3=CC(=NC(=N3)C)N4CCN(CC4)CCO. Cell line: SNB-19. Synergy scores: CSS=6.87, Synergy_ZIP=-4.32, Synergy_Bliss=-1.39, Synergy_Loewe=-2.59, Synergy_HSA=-0.282.